This data is from Catalyst prediction with 721,799 reactions and 888 catalyst types from USPTO. The task is: Predict which catalyst facilitates the given reaction. (1) Reactant: [F:1][C:2]1[C:7]([F:8])=[CH:6][CH:5]=[CH:4][C:3]=1[NH:9][C:10](=[O:24])[CH2:11][C:12]1[NH:16][N:15]=[C:14]([NH:17]C(=O)C(F)(F)F)[CH:13]=1.C(=O)([O-])O.[Na+]. Product: [NH2:17][C:14]1[CH:13]=[C:12]([CH2:11][C:10]([NH:9][C:3]2[CH:4]=[CH:5][CH:6]=[C:7]([F:8])[C:2]=2[F:1])=[O:24])[NH:16][N:15]=1. The catalyst class is: 240. (2) Reactant: [CH3:1][O:2][C:3]1[CH:4]=[C:5]([CH:21]=[CH:22][C:23]=1[O:24][CH2:25][C:26]1[N:27]=[C:28]([C:32]2[CH:37]=[CH:36][CH:35]=[CH:34][CH:33]=2)[O:29][C:30]=1[CH3:31])[CH2:6][O:7][C:8]1[CH:12]=[C:11]([CH:13]=O)[N:10]([C:15]2[CH:20]=[CH:19][CH:18]=[CH:17][CH:16]=2)[N:9]=1.Cl.NO.[N:41]1C=CC=CC=1.Cl. Product: [CH3:1][O:2][C:3]1[CH:4]=[C:5]([CH:21]=[CH:22][C:23]=1[O:24][CH2:25][C:26]1[N:27]=[C:28]([C:32]2[CH:37]=[CH:36][CH:35]=[CH:34][CH:33]=2)[O:29][C:30]=1[CH3:31])[CH2:6][O:7][C:8]1[CH:12]=[C:11]([C:13]#[N:41])[N:10]([C:15]2[CH:20]=[CH:19][CH:18]=[CH:17][CH:16]=2)[N:9]=1. The catalyst class is: 8. (3) Reactant: C1(O[C:8](=[O:49])[N:9]([C:19]2[CH:24]=[C:23]([O:25][C:26]3[CH:31]=[CH:30][C:29]([NH:32][C:33]([C:35]4([C:38](=[O:47])[NH:39][C:40]5[CH:45]=[CH:44][C:43]([F:46])=[CH:42][CH:41]=5)[CH2:37][CH2:36]4)=[O:34])=[CH:28][C:27]=3[F:48])[CH:22]=[CH:21][N:20]=2)C(OC2C=CC=CC=2)=O)C=CC=CC=1.[CH3:50][N:51]1[CH2:56][CH2:55][CH:54]([N:57]2[CH2:62][CH2:61][NH:60][CH2:59][CH2:58]2)[CH2:53][CH2:52]1. Product: [F:48][C:27]1[CH:28]=[C:29]([NH:32][C:33]([C:35]2([C:38]([NH:39][C:40]3[CH:41]=[CH:42][C:43]([F:46])=[CH:44][CH:45]=3)=[O:47])[CH2:36][CH2:37]2)=[O:34])[CH:30]=[CH:31][C:26]=1[O:25][C:23]1[CH:22]=[CH:21][N:20]=[C:19]([NH:9][C:8]([N:60]2[CH2:59][CH2:58][N:57]([CH:54]3[CH2:55][CH2:56][N:51]([CH3:50])[CH2:52][CH2:53]3)[CH2:62][CH2:61]2)=[O:49])[CH:24]=1. The catalyst class is: 9. (4) Reactant: [F:1][C:2]1[CH:7]=[CH:6][CH:5]=[CH:4][C:3]=1[C:8]1[CH:26]=[CH:25][C:11]2[NH:12][C:13]([C:15]3[CH2:19][C:18]4([CH2:24][CH2:23][O:22][CH2:21][CH2:20]4)[O:17][N:16]=3)=[N:14][C:10]=2[CH:9]=1.[ClH:27]. Product: [ClH:27].[F:1][C:2]1[CH:7]=[CH:6][CH:5]=[CH:4][C:3]=1[C:8]1[CH:26]=[CH:25][C:11]2[NH:12][C:13]([C:15]3[CH2:19][C:18]4([CH2:20][CH2:21][O:22][CH2:23][CH2:24]4)[O:17][N:16]=3)=[N:14][C:10]=2[CH:9]=1. The catalyst class is: 14.